From a dataset of Retrosynthesis with 50K atom-mapped reactions and 10 reaction types from USPTO. Predict the reactants needed to synthesize the given product. (1) Given the product CC(C)(C)OC(=O)N1CCC(C)(C(=O)Nc2cccc(-c3cnco3)c2)CC1, predict the reactants needed to synthesize it. The reactants are: CC(C)(C)OC(=O)N1CCC(C)(C(=O)O)CC1.Nc1cccc(-c2cnco2)c1. (2) Given the product O=C(O)CC[C@H](NC(=O)OCc1ccccc1)C(=O)O, predict the reactants needed to synthesize it. The reactants are: N[C@@H](CCC(=O)O)C(=O)O.O=C(Cl)OCc1ccccc1. (3) Given the product CC1=NC(NC(=O)Nc2cccc3cn[nH]c23)C(=O)N(CC(=O)N(c2ccccc2)C(C)C)c2ccccc21, predict the reactants needed to synthesize it. The reactants are: CC1=NC(NC(=O)Nc2cccc3cnn(C(=O)OC(C)(C)C)c23)C(=O)N(CC(=O)N(c2ccccc2)C(C)C)c2ccccc21.